Dataset: Full USPTO retrosynthesis dataset with 1.9M reactions from patents (1976-2016). Task: Predict the reactants needed to synthesize the given product. (1) Given the product [NH2:40][CH2:41][C@H:42]1[CH2:46][CH2:45][CH2:44][N:43]1[CH2:32][C:3]1[C:2]([Cl:1])=[C:11]2[C:6]([C:7](=[O:26])[N:8]([CH2:13][C:14]3[CH:19]=[C:18]([Cl:20])[CH:17]=[CH:16][C:15]=3[S:21]([CH2:24][CH3:25])(=[O:22])=[O:23])[C:9](=[O:12])[NH:10]2)=[CH:5][C:4]=1[O:27][C:28]([F:30])([F:31])[F:29], predict the reactants needed to synthesize it. The reactants are: [Cl:1][C:2]1[C:3]([CH:32]=O)=[C:4]([O:27][C:28]([F:31])([F:30])[F:29])[CH:5]=[C:6]2[C:11]=1[NH:10][C:9](=[O:12])[N:8]([CH2:13][C:14]1[CH:19]=[C:18]([Cl:20])[CH:17]=[CH:16][C:15]=1[S:21]([CH2:24][CH3:25])(=[O:23])=[O:22])[C:7]2=[O:26].C(OC(=O)[NH:40][CH2:41][C@H:42]1[CH2:46][CH2:45][CH2:44][NH:43]1)(C)(C)C. (2) Given the product [CH3:13][O:14][CH2:15][O:10][CH:8]([C:5]1[CH:4]=[CH:3][C:2]([CH3:1])=[N:7][CH:6]=1)[CH3:9], predict the reactants needed to synthesize it. The reactants are: [CH3:1][C:2]1[N:7]=[CH:6][C:5]([CH:8]([OH:10])[CH3:9])=[CH:4][CH:3]=1.[H-].[Na+].[CH3:13][O:14][CH2:15]Cl. (3) Given the product [N:3]1[CH:4]=[CH:5][CH:6]=[N:7][C:2]=1[C:12]1[CH:11]=[C:10]([NH2:9])[CH:15]=[N:14][CH:13]=1, predict the reactants needed to synthesize it. The reactants are: Br[C:2]1[N:7]=[CH:6][CH:5]=[CH:4][N:3]=1.Cl.[NH2:9][C:10]1[CH:11]=[C:12](B(O)O)[CH:13]=[N:14][CH:15]=1.C([O-])([O-])=O.[K+].[K+]. (4) Given the product [F:28][C:27]([F:30])([F:29])[S:24]([O:10][C:9]1[C:4]([CH:1]2[CH2:3][CH2:2]2)=[CH:5][C:6]([N+:14]([O-:16])=[O:15])=[C:7]([CH3:13])[C:8]=1[CH:11]=[CH2:12])(=[O:26])=[O:25], predict the reactants needed to synthesize it. The reactants are: [CH:1]1([C:4]2[C:9]([OH:10])=[C:8]([CH:11]=[CH2:12])[C:7]([CH3:13])=[C:6]([N+:14]([O-:16])=[O:15])[CH:5]=2)[CH2:3][CH2:2]1.C(N(CC)CC)C.[S:24](O[S:24]([C:27]([F:30])([F:29])[F:28])(=[O:26])=[O:25])([C:27]([F:30])([F:29])[F:28])(=[O:26])=[O:25].O. (5) Given the product [CH2:1]([N:8]1[CH:13]([C:14]2[CH:19]=[CH:18][CH:17]=[CH:16][CH:15]=2)[CH2:12][C:11]([CH3:21])([CH3:20])[N:10]2[N:22]=[CH:23][C:24]([C:25](=[O:34])[CH:26]([C:27]3[CH:32]=[CH:31][C:30]([CH3:33])=[CH:29][CH:28]=3)[CH3:36])=[C:9]12)[C:2]1[CH:7]=[CH:6][CH:5]=[CH:4][CH:3]=1, predict the reactants needed to synthesize it. The reactants are: [CH2:1]([N:8]1[CH:13]([C:14]2[CH:19]=[CH:18][CH:17]=[CH:16][CH:15]=2)[CH2:12][C:11]([CH3:21])([CH3:20])[N:10]2[N:22]=[CH:23][C:24]([C:25](=[O:34])[CH2:26][C:27]3[CH:32]=[CH:31][C:30]([CH3:33])=[CH:29][CH:28]=3)=[C:9]12)[C:2]1[CH:7]=[CH:6][CH:5]=[CH:4][CH:3]=1.I[CH3:36].[H-].[Na+]. (6) Given the product [N:12]1([C:8]2[N:7]=[C:6]([CH2:5][CH2:4][NH2:1])[CH:11]=[CH:10][CH:9]=2)[CH2:13][CH2:14][CH2:15][CH2:16][CH2:17]1, predict the reactants needed to synthesize it. The reactants are: [N+:1]([CH2:4][CH2:5][C:6]1[CH:11]=[CH:10][CH:9]=[C:8]([N:12]2[CH2:17][CH2:16][CH2:15][CH2:14][CH2:13]2)[N:7]=1)([O-])=O.[BH4-].[Na+]. (7) Given the product [O:1]=[C:2]1[CH2:7][CH2:6][N:5]([C:8]([O:10][C:11]([CH3:12])([CH3:13])[CH3:14])=[O:9])[CH2:4][CH2:3][CH:17]1[C:18]([O:20][CH2:21][CH3:22])=[O:19], predict the reactants needed to synthesize it. The reactants are: [O:1]=[C:2]1[CH2:7][CH2:6][N:5]([C:8]([O:10][C:11]([CH3:14])([CH3:13])[CH3:12])=[O:9])[CH2:4][CH2:3]1.[N+](=[CH:17][C:18]([O:20][CH2:21][CH3:22])=[O:19])=[N-].B(F)(F)F.CCOCC.